From a dataset of Forward reaction prediction with 1.9M reactions from USPTO patents (1976-2016). Predict the product of the given reaction. (1) Given the reactants C1(P(C2C=CC=CC=2)C2C=CC=CC=2)C=CC=CC=1.[C:20]([Br:24])(Br)(Br)[Br:21].[CH:25]1([O:31][CH2:32][CH2:33][CH:34]=O)[CH2:30][CH2:29][CH2:28][CH2:27][CH2:26]1, predict the reaction product. The product is: [CH:25]1([O:31][CH2:32][CH2:33][CH:34]=[C:20]([Br:24])[Br:21])[CH2:30][CH2:29][CH2:28][CH2:27][CH2:26]1. (2) Given the reactants [C:1]([Si:5]([CH3:18])([CH3:17])[O:6][C:7]1[CH:12]=[CH:11][C:10]([CH:13](O)[C:14]#[CH:15])=[CH:9][CH:8]=1)([CH3:4])([CH3:3])[CH3:2].[SiH](CC)(CC)CC.[NH4+].[Cl-], predict the reaction product. The product is: [C:1]([Si:5]([CH3:18])([CH3:17])[O:6][C:7]1[CH:8]=[CH:9][C:10]([CH2:13][C:14]#[CH:15])=[CH:11][CH:12]=1)([CH3:4])([CH3:3])[CH3:2]. (3) Given the reactants [F:1][C:2]([F:42])([F:41])[C:3]1[CH:4]=[C:5]([C@H:13]([N:15]([CH3:40])[C:16]([N:18]2[CH2:31][CH2:30][C@:21]3([NH:25][CH2:24][CH:23]([C:26]([O:28]C)=[O:27])[CH2:22]3)[CH2:20][C@@H:19]2[C:32]2[CH:37]=[CH:36][C:35]([F:38])=[CH:34][C:33]=2[CH3:39])=[O:17])[CH3:14])[CH:6]=[C:7]([C:9]([F:12])([F:11])[F:10])[CH:8]=1.[OH-].[Na+:44], predict the reaction product. The product is: [F:42][C:2]([F:1])([F:41])[C:3]1[CH:4]=[C:5]([C@H:13]([N:15]([CH3:40])[C:16]([N:18]2[CH2:31][CH2:30][C@:21]3([NH:25][CH2:24][CH:23]([C:26]([O-:28])=[O:27])[CH2:22]3)[CH2:20][C@@H:19]2[C:32]2[CH:37]=[CH:36][C:35]([F:38])=[CH:34][C:33]=2[CH3:39])=[O:17])[CH3:14])[CH:6]=[C:7]([C:9]([F:10])([F:11])[F:12])[CH:8]=1.[Na+:44]. (4) The product is: [C:1]([O:5][C:6]([N:8]1[CH2:14][CH2:13][CH2:12][CH:11]([N:15]([C:31](=[O:33])[CH3:32])[CH2:16][C:17]2[CH:22]=[C:21]([C:23]([F:26])([F:25])[F:24])[CH:20]=[C:19]([C:27]([F:30])([F:29])[F:28])[CH:18]=2)[C:10]2[CH:34]=[CH:35][C:36]([CH3:39])=[CH:37][C:9]1=2)=[O:7])([CH3:4])([CH3:3])[CH3:2]. Given the reactants [C:1]([O:5][C:6]([N:8]1[CH2:14][CH2:13][CH2:12][CH:11]([N:15]([C:31](=[O:33])[CH3:32])[CH2:16][C:17]2[CH:22]=[C:21]([C:23]([F:26])([F:25])[F:24])[CH:20]=[C:19]([C:27]([F:30])([F:29])[F:28])[CH:18]=2)[C:10]2[CH:34]=[CH:35][C:36](Br)=[CH:37][C:9]1=2)=[O:7])([CH3:4])([CH3:3])[CH3:2].[CH3:39]B(O)O.[F-].[Cs+], predict the reaction product. (5) Given the reactants CS([C:5]1[N:10]=[C:9]([C:11]2[C:19]3[C:14](=[N:15][C:16]([NH:20][CH2:21][CH2:22][N:23]4[CH2:28][CH2:27][O:26][CH2:25][CH2:24]4)=[N:17][CH:18]=3)[NH:13][N:12]=2)[CH:8]=[CH:7][N:6]=1)(=O)=O.[C:29]([O:33][C:34](=[O:44])[NH:35][CH2:36][CH:37]([NH2:43])[C:38]1[CH:42]=[CH:41][S:40][CH:39]=1)([CH3:32])([CH3:31])[CH3:30], predict the reaction product. The product is: [C:29]([O:33][C:34](=[O:44])[NH:35][CH2:36][CH:37]([NH:43][C:5]1[N:10]=[C:9]([C:11]2[C:19]3[C:14](=[N:15][C:16]([NH:20][CH2:21][CH2:22][N:23]4[CH2:28][CH2:27][O:26][CH2:25][CH2:24]4)=[N:17][CH:18]=3)[NH:13][N:12]=2)[CH:8]=[CH:7][N:6]=1)[C:38]1[CH:42]=[CH:41][S:40][CH:39]=1)([CH3:32])([CH3:30])[CH3:31]. (6) Given the reactants [NH2:1][C:2]1([CH3:23])[CH2:7][CH2:6][N:5]([CH2:8][C@H:9]2[N:19]3[C:20]4[N:11]([C:12](=[O:22])[CH:13]=[CH:14][C:15]=4[CH:16]=[CH:17][C:18]3=[O:21])[CH2:10]2)[CH2:4][CH2:3]1.[S:24]1[C:33]2[CH:32]=[C:31]([CH:34]=O)[N:30]=[CH:29][C:28]=2[O:27][CH2:26][CH2:25]1.C(O[BH-](OC(=O)C)OC(=O)C)(=O)C.[Na+].C([O-])(O)=O.[Na+].C(Cl)(Cl)[Cl:56], predict the reaction product. The product is: [ClH:56].[S:24]1[C:33]2[CH:32]=[C:31]([CH2:34][NH:1][C:2]3([CH3:23])[CH2:3][CH2:4][N:5]([CH2:8][C@H:9]4[N:19]5[C:20]6[N:11]([C:12](=[O:22])[CH:13]=[CH:14][C:15]=6[CH:16]=[CH:17][C:18]5=[O:21])[CH2:10]4)[CH2:6][CH2:7]3)[N:30]=[CH:29][C:28]=2[O:27][CH2:26][CH2:25]1. (7) Given the reactants [Cl:1][C:2]1[S:6][C:5]2[C:7]3([O:13][CH2:14][C:15]([F:17])([F:16])[C:4]=2[CH:3]=1)[CH2:12][CH2:11][NH:10][CH2:9][CH2:8]3.[F:18][C:19]1[C:20]([N:25]2[CH:29]=[C:28]([CH:30]=O)[C:27]([CH2:32][O:33][CH:34]([CH3:36])[CH3:35])=[N:26]2)=[N:21][CH:22]=[CH:23][CH:24]=1.C(O[BH-](OC(=O)C)OC(=O)C)(=O)C.[Na+], predict the reaction product. The product is: [Cl:1][C:2]1[S:6][C:5]2[C:7]3([O:13][CH2:14][C:15]([F:16])([F:17])[C:4]=2[CH:3]=1)[CH2:8][CH2:9][N:10]([CH2:30][C:28]1[C:27]([CH2:32][O:33][CH:34]([CH3:36])[CH3:35])=[N:26][N:25]([C:20]2[C:19]([F:18])=[CH:24][CH:23]=[CH:22][N:21]=2)[CH:29]=1)[CH2:11][CH2:12]3. (8) Given the reactants [N:1]1[NH:2][N:3]=[C:4]([SH:6])[CH:5]=1.[Br:7][C:8]1[CH:13]=[CH:12][C:11](I)=[CH:10][CH:9]=1.[O-]P([O-])([O-])=O.[K+].[K+].[K+].NCC(O)=O, predict the reaction product. The product is: [Br:7][C:8]1[CH:13]=[CH:12][C:11]([S:6][C:4]2[NH:3][N:2]=[N:1][CH:5]=2)=[CH:10][CH:9]=1. (9) Given the reactants Cl[C:2]1[N:10]=[C:9](Cl)[CH:8]=[CH:7][C:3]=1[C:4]([NH2:6])=[O:5].[F:12][C:13]1[N:18]=[CH:17][C:16]([NH2:19])=[CH:15][CH:14]=1.C(O[C:25](=[O:32])[NH:26][C@H:27]1[CH2:31][CH2:30][NH:29][CH2:28]1)(C)(C)C.[C:33](O)(=O)[CH:34]=C, predict the reaction product. The product is: [C:25]([NH:26][C@H:27]1[CH2:31][CH2:30][N:29]([C:9]2[CH:8]=[CH:7][C:3]([C:4]([NH2:6])=[O:5])=[C:2]([NH:19][C:16]3[CH:17]=[N:18][C:13]([F:12])=[CH:14][CH:15]=3)[N:10]=2)[CH2:28]1)(=[O:32])[CH:33]=[CH2:34].